Dataset: Full USPTO retrosynthesis dataset with 1.9M reactions from patents (1976-2016). Task: Predict the reactants needed to synthesize the given product. (1) Given the product [Cl:1][C:2]1[C:3]([CH3:22])=[C:4]([CH:20]2[CH2:21][O:31]2)[C:5]([O:18][CH3:19])=[C:6]([CH:8]([NH:10][C:11](=[O:17])[O:12][C:13]([CH3:16])([CH3:14])[CH3:15])[CH3:9])[CH:7]=1, predict the reactants needed to synthesize it. The reactants are: [Cl:1][C:2]1[C:3]([CH3:22])=[C:4]([CH:20]=[CH2:21])[C:5]([O:18][CH3:19])=[C:6]([CH:8]([NH:10][C:11](=[O:17])[O:12][C:13]([CH3:16])([CH3:15])[CH3:14])[CH3:9])[CH:7]=1.ClC1C=CC=C(C(OO)=[O:31])C=1. (2) Given the product [F:25][C:26](=[C:32]([F:34])[F:33])[CH2:27][CH2:28][C:29]([N:3]([O:4][CH3:5])[CH3:2])=[O:30], predict the reactants needed to synthesize it. The reactants are: Cl.[CH3:2][NH:3][O:4][CH3:5].Cl.C(N=C=NCCCN(C)C)C.C(N(CC)CC)C.[F:25][C:26](=[C:32]([F:34])[F:33])[CH2:27][CH2:28][C:29](O)=[O:30]. (3) Given the product [F:17][C:13]1([CH3:16])[C:12]2[S:11][C:10]([C:18]([O:20][CH2:21][CH3:22])=[O:19])=[N:9][C:8]=2[C:6]2[CH:7]=[C:2]([C:25]#[C:24][C@:26]3([OH:33])[CH2:30][CH2:29][N:28]([CH3:31])[C:27]3=[O:32])[C:3]([F:23])=[CH:4][C:5]=2[O:15][CH2:14]1, predict the reactants needed to synthesize it. The reactants are: Br[C:2]1[C:3]([F:23])=[CH:4][C:5]2[O:15][CH2:14][C:13]([F:17])([CH3:16])[C:12]3[S:11][C:10]([C:18]([O:20][CH2:21][CH3:22])=[O:19])=[N:9][C:8]=3[C:6]=2[CH:7]=1.[C:24]([C@:26]1([OH:33])[CH2:30][CH2:29][N:28]([CH3:31])[C:27]1=[O:32])#[CH:25]. (4) Given the product [Cl:40][C:37]1[CH:36]=[CH:35][C:34]([C:31]2[CH:32]=[CH:33][C:28]([C:27]#[C:26][C:23]3[CH:22]=[CH:21][C:20]([CH:16]4[CH2:17][CH2:18][CH2:19][CH:14]([N:4]5[CH2:5][CH:6]([CH3:8])[CH2:7][CH:2]([CH3:1])[CH2:3]5)[CH2:15]4)=[CH:25][CH:24]=3)=[N:29][CH:30]=2)=[CH:39][CH:38]=1, predict the reactants needed to synthesize it. The reactants are: [CH3:1][CH:2]1[CH2:7][CH:6]([CH3:8])[CH2:5][NH:4][CH2:3]1.CS(O[CH:14]1[CH2:19][CH2:18][CH2:17][CH:16]([C:20]2[CH:25]=[CH:24][C:23]([C:26]#[C:27][C:28]3[CH:33]=[CH:32][C:31]([C:34]4[CH:39]=[CH:38][C:37]([Cl:40])=[CH:36][CH:35]=4)=[CH:30][N:29]=3)=[CH:22][CH:21]=2)[CH2:15]1)(=O)=O. (5) Given the product [Br:1][C:2]1[CH:7]=[CH:6][C:5]([Cl:8])=[C:4]([CH2:9][Br:11])[C:3]=1[Cl:10], predict the reactants needed to synthesize it. The reactants are: [Br:1][C:2]1[CH:7]=[CH:6][C:5]([Cl:8])=[C:4]([CH3:9])[C:3]=1[Cl:10].[Br:11]N1C(=O)CCC1=O. (6) Given the product [CH:1]1([C:1]2[CH:6]=[CH:5][CH:4]=[CH:3][CH:2]=2)[CH2:6][CH2:5][CH2:4][CH2:3][CH2:2]1, predict the reactants needed to synthesize it. The reactants are: [C:1]1(O)[CH:6]=[CH:5][CH:4]=[CH:3][CH:2]=1.[H][H]. (7) Given the product [CH3:29][N:28]([CH2:30][C:31]([NH:33][CH2:34][C:35]1[CH:36]=[C:37]([NH:38]/[C:16](=[C:6]2\[C:5](=[O:26])[NH:4][C:12]3[C:7]\2=[CH:8][C:9]([N+:13]([O-:15])=[O:14])=[CH:10][CH:11]=3)/[C:17]2[CH:22]=[CH:21][CH:20]=[CH:19][CH:18]=2)[CH:39]=[CH:40][CH:41]=1)=[O:32])[CH3:27], predict the reactants needed to synthesize it. The reactants are: C([N:4]1[C:12]2[C:7](=[CH:8][C:9]([N+:13]([O-:15])=[O:14])=[CH:10][CH:11]=2)[C:6](=[C:16](OCC)[C:17]2[CH:22]=[CH:21][CH:20]=[CH:19][CH:18]=2)[C:5]1=[O:26])(=O)C.[CH3:27][N:28]([CH2:30][C:31]([NH:33][CH2:34][C:35]1[CH:36]=[C:37]([CH:39]=[CH:40][CH:41]=1)[NH2:38])=[O:32])[CH3:29].[OH-].[Na+].